This data is from Full USPTO retrosynthesis dataset with 1.9M reactions from patents (1976-2016). The task is: Predict the reactants needed to synthesize the given product. (1) Given the product [N:41]1[C:42]2[C:37](=[CH:36][CH:35]=[C:34]3[CH:33]=[CH:32][CH:31]=[C:30]([N:7]([C:4]4[CH:5]=[CH:6][C:1]([C:23]5[CH:24]=[CH:25][CH:26]=[CH:27][CH:28]=5)=[CH:2][CH:3]=4)[C:8]4[CH:20]=[CH:19][C:18]5[C:17]6[C:12](=[CH:13][CH:14]=[CH:15][CH:16]=6)[C:11]([CH3:22])([CH3:21])[C:10]=5[CH:9]=4)[C:43]3=2)[CH:38]=[CH:39][CH:40]=1, predict the reactants needed to synthesize it. The reactants are: [C:1]1([C:23]2[CH:28]=[CH:27][CH:26]=[CH:25][CH:24]=2)[CH:6]=[CH:5][C:4]([NH:7][C:8]2[CH:20]=[CH:19][C:18]3[C:17]4[C:12](=[CH:13][CH:14]=[CH:15][CH:16]=4)[C:11]([CH3:22])([CH3:21])[C:10]=3[CH:9]=2)=[CH:3][CH:2]=1.Br[C:30]1[C:43]2[C:34](=[CH:35][CH:36]=[C:37]3[C:42]=2[N:41]=[CH:40][CH:39]=[CH:38]3)[CH:33]=[CH:32][CH:31]=1.C(P(C(C)(C)C)C(C)(C)C)(C)(C)C.CC(C)([O-])C.[Na+]. (2) The reactants are: [Br:1][C:2]1[CH:3]=[C:4]([SH:8])[CH:5]=[CH:6][CH:7]=1.Br[CH2:10][CH2:11][CH2:12][CH2:13][CH2:14][OH:15]. Given the product [Br:1][C:2]1[CH:3]=[C:4]([S:8][CH2:10][CH2:11][CH2:12][CH2:13][CH2:14][OH:15])[CH:5]=[CH:6][CH:7]=1, predict the reactants needed to synthesize it. (3) Given the product [Cl:1][CH2:2][CH2:3][CH2:4][O:5][C:6]1[CH:7]=[CH:8][C:9]2[CH2:10][C@H:11]3[N:22]([S:32]([CH3:31])(=[O:34])=[O:33])[CH2:21][CH2:20][C@@:17]4([C:18]=2[CH:19]=1)[C@H:12]3[CH2:13][CH2:14][CH2:15][CH2:16]4, predict the reactants needed to synthesize it. The reactants are: [Cl:1][CH2:2][CH2:3][CH2:4][O:5][C:6]1[CH:7]=[CH:8][C:9]2[CH2:10][C@H:11]3[NH:22][CH2:21][CH2:20][C@@:17]4([C:18]=2[CH:19]=1)[C@H:12]3[CH2:13][CH2:14][CH2:15][CH2:16]4.Cl.C(N(CC)CC)C.[CH3:31][S:32](Cl)(=[O:34])=[O:33]. (4) Given the product [O:1]=[C:2]1[NH:3][C@H:4]([C:7]([O:9][CH3:10])=[O:8])[CH2:5][NH:6]1, predict the reactants needed to synthesize it. The reactants are: [O:1]=[C:2]1[NH:6][CH2:5][C@@H:4]([C:7]([O:9][CH3:10])=[O:8])[N:3]1C(OCC1C=CC=CC=1)=O. (5) Given the product [Cl:15][C:17]1[CH:22]=[CH:21][C:20]([C:10](=[O:12])[CH2:9][C:3]2[C:4]([F:8])=[CH:5][CH:6]=[CH:7][C:2]=2[F:1])=[CH:19][CH:18]=1, predict the reactants needed to synthesize it. The reactants are: [F:1][C:2]1[CH:7]=[CH:6][CH:5]=[C:4]([F:8])[C:3]=1[CH2:9][C:10]([OH:12])=O.S(Cl)([Cl:15])=O.[C:17]1(C)[CH:22]=[CH:21][CH:20]=[CH:19][CH:18]=1. (6) The reactants are: O=[C:2]1[CH2:7][CH2:6][N:5]([C:8]([O:10][C:11]([CH3:14])([CH3:13])[CH3:12])=[O:9])[CH2:4][CH:3]1[C:15]([O:17]C)=O.[Br:19][C:20]1[CH:25]=[CH:24][C:23]([NH:26][C:27]([NH2:29])=[NH:28])=[CH:22][CH:21]=1.[O-]CC.[Na+]. Given the product [Br:19][C:20]1[CH:21]=[CH:22][C:23]([NH:26][C:27]2[N:28]=[C:15]([OH:17])[C:3]3[CH2:4][N:5]([C:8]([O:10][C:11]([CH3:12])([CH3:13])[CH3:14])=[O:9])[CH2:6][CH2:7][C:2]=3[N:29]=2)=[CH:24][CH:25]=1, predict the reactants needed to synthesize it. (7) Given the product [CH2:1]([N:8]1[CH2:13][CH2:12][C:11]([N:17]2[CH2:22][CH2:21][O:20][CH2:19][CH2:18]2)([C:14]#[N:15])[CH2:10][CH2:9]1)[C:2]1[CH:7]=[CH:6][CH:5]=[CH:4][CH:3]=1, predict the reactants needed to synthesize it. The reactants are: [CH2:1]([N:8]1[CH2:13][CH2:12][C:11](O)([C:14]#[N:15])[CH2:10][CH2:9]1)[C:2]1[CH:7]=[CH:6][CH:5]=[CH:4][CH:3]=1.[NH:17]1[CH2:22][CH2:21][O:20][CH2:19][CH2:18]1.